From a dataset of Reaction yield outcomes from USPTO patents with 853,638 reactions. Predict the reaction yield, written as a fraction of the theoretical maximum amount of product (1.0 means a 100% yield; for example, 0.34 means a 34% yield). (1) The reactants are [H-].[Na+].[N:3]1[CH:8]=[CH:7][C:6]([CH2:9][CH2:10][SH:11])=[CH:5][CH:4]=1.Cl[C:13]1[C:18]([C:19]([NH:21][C:22]2[CH:27]=[CH:26][C:25]([Cl:28])=[CH:24][CH:23]=2)=[O:20])=[CH:17][CH:16]=[CH:15][N:14]=1.C(OCC)(=O)C. The catalyst is CN(C)C=O. The product is [Cl:28][C:25]1[CH:26]=[CH:27][C:22]([NH:21][C:19]([C:18]2[C:13]([S:11][CH2:10][CH2:9][C:6]3[CH:7]=[CH:8][N:3]=[CH:4][CH:5]=3)=[N:14][CH:15]=[CH:16][CH:17]=2)=[O:20])=[CH:23][CH:24]=1. The yield is 0.880. (2) The reactants are [F:1][C:2]1[N:7]=[CH:6][C:5]([NH2:8])=[CH:4][CH:3]=1.[C:9]([S-:11])#[N:10].[K+].BrBr.O. The catalyst is C(O)(=O)C. The product is [F:1][C:2]1[N:7]=[C:6]2[S:11][C:9]([NH2:10])=[N:8][C:5]2=[CH:4][CH:3]=1. The yield is 0.692. (3) The reactants are Cl.[CH3:2][O:3][C:4]1[C:9]([C:10](Cl)=[O:11])=[C:8]([CH3:13])[N:7]=[C:6]([O:14][CH3:15])[CH:5]=1.[OH-].[NH4+:17]. The catalyst is ClCCl. The product is [CH3:2][O:3][C:4]1[C:9]([C:10]([NH2:17])=[O:11])=[C:8]([CH3:13])[N:7]=[C:6]([O:14][CH3:15])[CH:5]=1. The yield is 0.520. (4) The reactants are [CH3:1][N:2]1[CH2:7][CH2:6][N:5]([C:8]2[N:13]3[C:14]([CH:30]=O)=[C:15]([CH2:17][N:18]([CH3:29])[C@@H:19]4[C:28]5[N:27]=[CH:26][CH:25]=[CH:24][C:23]=5[CH2:22][CH2:21][CH2:20]4)[N:16]=[C:12]3[CH:11]=[CH:10][CH:9]=2)[CH2:4][CH2:3]1.Cl.[NH2:33]O.C([O-])=O.[Na+]. The catalyst is C(O)=O. The product is [CH3:1][N:2]1[CH2:7][CH2:6][N:5]([C:8]2[N:13]3[C:14]([C:30]#[N:33])=[C:15]([CH2:17][N:18]([CH3:29])[C@@H:19]4[C:28]5[N:27]=[CH:26][CH:25]=[CH:24][C:23]=5[CH2:22][CH2:21][CH2:20]4)[N:16]=[C:12]3[CH:11]=[CH:10][CH:9]=2)[CH2:4][CH2:3]1. The yield is 0.630. (5) The reactants are [NH2:1][C@@H:2]([CH2:10][C:11]1[CH:16]=[CH:15][C:14]([C:17]2[N:22]=[CH:21][C:20]([C:23]3[CH:28]=[CH:27][C:26]([O:29][CH2:30][CH2:31][CH2:32][CH2:33][CH2:34][CH2:35][CH3:36])=[CH:25][CH:24]=3)=[CH:19][N:18]=2)=[CH:13][CH:12]=1)[C:3]([O:5]C(C)(C)C)=[O:4].[C:37]([OH:43])(C(F)(F)F)=[O:38].[C:44]1([CH3:50])[CH:49]=[CH:48][CH:47]=[CH:46][CH:45]=1. The catalyst is C(Cl)Cl. The product is [CH2:50]([O:43][C:37]([NH:1][C@@H:2]([CH2:10][C:11]1[CH:12]=[CH:13][C:14]([C:17]2[N:22]=[CH:21][C:20]([C:23]3[CH:24]=[CH:25][C:26]([O:29][CH2:30][CH2:31][CH2:32][CH2:33][CH2:34][CH2:35][CH3:36])=[CH:27][CH:28]=3)=[CH:19][N:18]=2)=[CH:15][CH:16]=1)[C:3]([OH:5])=[O:4])=[O:38])[C:44]1[CH:49]=[CH:48][CH:47]=[CH:46][CH:45]=1. The yield is 0.900. (6) The reactants are [CH3:1][C:2]1[S:3][C:4]([C:8](=O)[CH3:9])=[C:5]([CH3:7])[N:6]=1.C[O:12][CH:13](OC)[N:14]([CH3:16])[CH3:15]. No catalyst specified. The product is [CH3:7][C:5]1[N:6]=[C:2]([CH3:1])[S:3][C:4]=1/[CH:8]=[CH:9]/[C:13]([N:14]([CH3:16])[CH3:15])=[O:12]. The yield is 0.790. (7) The catalyst is ClC(Cl)C.C1COCC1. The reactants are [Cl:1][C:2]1[C:8]([C:9]([F:12])([F:11])[F:10])=[CH:7][C:5]([NH2:6])=[CH:4][CH:3]=1.[C:13](N1C=CN=C1)(N1C=CN=C1)=[O:14].[NH2:25][C:26]1[CH:41]=[CH:40][C:29]([O:30][C:31]2[CH:36]=[CH:35][N:34]=[C:33]([C:37]([NH2:39])=[O:38])[CH:32]=2)=[CH:28][CH:27]=1.CCOC(C)=O. The product is [Cl:1][C:2]1[CH:3]=[CH:4][C:5]([NH:6][C:13]([NH:25][C:26]2[CH:41]=[CH:40][C:29]([O:30][C:31]3[CH:36]=[CH:35][N:34]=[C:33]([C:37](=[O:38])[NH2:39])[CH:32]=3)=[CH:28][CH:27]=2)=[O:14])=[CH:7][C:8]=1[C:9]([F:10])([F:11])[F:12]. The yield is 0.820. (8) The reactants are [Br:1][C:2]1[CH:3]=[CH:4][C:5]([Cl:20])=[C:6]([CH:19]=1)[CH2:7][C:8]1[CH:18]=[CH:17][C:11]([O:12][CH2:13][CH:14]([OH:16])[CH3:15])=[CH:10][CH:9]=1.[CH:21]([O:23][CH2:24][CH3:25])=[CH2:22].C1(C)C=CC(S([O-])(=O)=O)=CC=1.[NH+]1C=CC=CC=1. The catalyst is ClCCl. The product is [Br:1][C:2]1[CH:3]=[CH:4][C:5]([Cl:20])=[C:6]([CH2:7][C:8]2[CH:9]=[CH:10][C:11]([O:12][CH2:13][CH:14]([O:16][CH:21]([O:23][CH2:24][CH3:25])[CH3:22])[CH3:15])=[CH:17][CH:18]=2)[CH:19]=1. The yield is 0.870.